Dataset: Full USPTO retrosynthesis dataset with 1.9M reactions from patents (1976-2016). Task: Predict the reactants needed to synthesize the given product. (1) Given the product [C:1]([O:5][C:6]([C:7]1[C:23]2[C:24](=[CH:25][C:26]([C:27]#[N:28])=[CH:29][CH:30]=2)[NH:31][C:8]=1[C:9]([C:12]1[CH:17]=[CH:16][CH:15]=[C:14]([O:18][CH3:19])[N:13]=1)([CH3:11])[CH3:10])=[O:21])([CH3:4])([CH3:3])[CH3:2], predict the reactants needed to synthesize it. The reactants are: [C:1]([O:5][C:6](=[O:21])[CH2:7][C:8](=O)[C:9]([C:12]1[CH:17]=[CH:16][CH:15]=[C:14]([O:18][CH3:19])[N:13]=1)([CH3:11])[CH3:10])([CH3:4])([CH3:3])[CH3:2].Cl[C:23]1[CH:30]=[CH:29][C:26]([C:27]#[N:28])=[CH:25][C:24]=1[N+:31]([O-])=O. (2) Given the product [CH3:1][N:2]([CH3:28])[CH2:3][C:4]([CH3:5])([CH3:27])[O:6][C:7]1[N:12]=[N:11][C:10]([NH2:13])=[CH:9][CH:8]=1, predict the reactants needed to synthesize it. The reactants are: [CH3:1][N:2]([CH3:28])[CH2:3][C:4]([CH3:27])([O:6][C:7]1[N:12]=[N:11][C:10]([N:13]=C(C2C=CC=CC=2)C2C=CC=CC=2)=[CH:9][CH:8]=1)[CH3:5].Cl.NO.C([O-])(=O)C.[Na+]. (3) Given the product [N:21]1[CH:26]=[CH:25][C:24]([C:2]2[C:6]3[C:7](=[O:11])[NH:8][CH:9]=[CH:10][C:5]=3[S:4][CH:3]=2)=[CH:23][CH:22]=1, predict the reactants needed to synthesize it. The reactants are: Br[C:2]1[C:6]2[C:7](=[O:11])[NH:8][CH:9]=[CH:10][C:5]=2[S:4][CH:3]=1.C(O)C.C(=O)([O-])[O-].[Na+].[Na+].[N:21]1[CH:26]=[CH:25][C:24](B(O)O)=[CH:23][CH:22]=1. (4) Given the product [NH2:8][CH2:9][C:10]1[CH:11]=[C:12]([C:16]2[N:21]=[C:20]([C:22]([NH:24][C:25]3[CH:30]=[CH:29][CH:28]=[CH:27][C:26]=3[CH2:31][C:32]([OH:34])=[O:33])=[O:23])[CH:19]=[C:18]([NH:47][CH2:40][C:41]3[CH:46]=[CH:45][CH:44]=[CH:43][CH:42]=3)[CH:17]=2)[CH:13]=[CH:14][CH:15]=1, predict the reactants needed to synthesize it. The reactants are: C(OC([NH:8][CH2:9][C:10]1[CH:11]=[C:12]([C:16]2[N:21]=[C:20]([C:22]([NH:24][C:25]3[CH:30]=[CH:29][CH:28]=[CH:27][C:26]=3[CH2:31][C:32]([O:34]C(C)(C)C)=[O:33])=[O:23])[CH:19]=[C:18](Cl)[CH:17]=2)[CH:13]=[CH:14][CH:15]=1)=O)(C)(C)C.[CH2:40]([NH2:47])[C:41]1[CH:46]=[CH:45][CH:44]=[CH:43][CH:42]=1.CC(C)([O-])C.[Na+]. (5) Given the product [Cl:1][C:2]1[CH:3]=[CH:4][C:5]2[O:9][C:8]([C:10]3[CH:11]=[CH:12][C:13]4[N:17]([CH2:18][CH2:19][CH3:20])[C:23]([CH3:24])=[N:15][C:14]=4[CH:16]=3)=[N:7][C:6]=2[CH:21]=1, predict the reactants needed to synthesize it. The reactants are: [Cl:1][C:2]1[CH:3]=[CH:4][C:5]2[O:9][C:8]([C:10]3[CH:11]=[CH:12][C:13]([NH:17][CH2:18][CH2:19][CH3:20])=[C:14]([CH:16]=3)[NH2:15])=[N:7][C:6]=2[CH:21]=1.Cl.[C:23](=N)(OC)[CH3:24].C(=O)([O-])O.[Na+]. (6) Given the product [O:7]=[C:4]1[CH2:5][CH2:6][S:1][CH2:12][CH2:2][CH:3]1[C:22]([O:24][CH2:25][CH3:26])=[O:23], predict the reactants needed to synthesize it. The reactants are: [S:1]1[CH2:6][CH2:5][C:4](=[O:7])[CH2:3][CH2:2]1.B(F)(F)F.[CH3:12]COCC.[N+]([C:22]([O:24][CH2:25][CH3:26])=[O:23])(C([O-])=O)=[N-].